Dataset: Catalyst prediction with 721,799 reactions and 888 catalyst types from USPTO. Task: Predict which catalyst facilitates the given reaction. (1) Reactant: [CH2:1]([C@@:8]12[CH2:21][CH2:20][C@:19]([OH:26])([C:22]([F:25])([F:24])[F:23])[CH2:18][C@H:17]1[CH2:16][CH2:15][C:14]1[CH:13]=[C:12]([C:27]([O:29][CH3:30])=[O:28])[CH:11]=[CH:10][C:9]2=1)[C:2]1[CH:7]=[CH:6][CH:5]=[CH:4][CH:3]=1.C[OH:32].C1(P(C2C=CC=CC=2)C2C=CC=CC=2)C=CC=CC=1. Product: [CH2:1]([C@@:8]12[CH2:21][CH2:20][C@:19]([OH:26])([C:22]([F:23])([F:24])[F:25])[CH2:18][C@H:17]1[CH2:16][C:15](=[O:32])[C:14]1[CH:13]=[C:12]([C:27]([O:29][CH3:30])=[O:28])[CH:11]=[CH:10][C:9]2=1)[C:2]1[CH:7]=[CH:6][CH:5]=[CH:4][CH:3]=1. The catalyst class is: 2. (2) Reactant: C([SiH](CC)CC)C.[NH2:8][CH2:9][C@@H:10]([NH:37]C(=O)OC(C)(C)C)[CH2:11][C:12]1[CH:17]=[C:16]([I:18])[C:15]([O:19][C:20]2[CH:25]=[CH:24][C:23]([O:26]CC3C=CC(OC)=CC=3)=[CH:22][CH:21]=2)=[C:14]([I:36])[CH:13]=1.C(O)(C(F)(F)F)=O. Product: [NH2:37][C@H:10]([CH2:9][NH2:8])[CH2:11][C:12]1[CH:13]=[C:14]([I:36])[C:15]([O:19][C:20]2[CH:21]=[CH:22][C:23]([OH:26])=[CH:24][CH:25]=2)=[C:16]([I:18])[CH:17]=1. The catalyst class is: 2.